Task: Regression. Given two drug SMILES strings and cell line genomic features, predict the synergy score measuring deviation from expected non-interaction effect.. Dataset: NCI-60 drug combinations with 297,098 pairs across 59 cell lines Drug 1: C1=CC(=CC=C1CCCC(=O)O)N(CCCl)CCCl. Drug 2: CC1=CC=C(C=C1)C2=CC(=NN2C3=CC=C(C=C3)S(=O)(=O)N)C(F)(F)F. Cell line: RXF 393. Synergy scores: CSS=19.2, Synergy_ZIP=-6.05, Synergy_Bliss=1.28, Synergy_Loewe=-1.74, Synergy_HSA=2.00.